From a dataset of Reaction yield outcomes from USPTO patents with 853,638 reactions. Predict the reaction yield, written as a fraction of the theoretical maximum amount of product (1.0 means a 100% yield; for example, 0.34 means a 34% yield). (1) The catalyst is CC(C)=O.O. The yield is 0.640. The reactants are Br[C:2]1[CH:6]=[CH:5][S:4][CH:3]=1.[CH2:7]1[CH2:11][O:10][CH2:9][CH2:8]1.CON(C)C(=O)CCC. The product is [S:4]1[CH:5]=[CH:6][C:2]([C:9](=[O:10])[CH2:8][CH2:7][CH3:11])=[CH:3]1. (2) The reactants are [CH2:1]([Li])CCC.CCCCCC.CC1(C)CCCC(C)(C)N1.[Li]N1C(C)(C)CCCC1(C)C.[C:33]([O:50][CH:51]1[CH:56]([CH:57]([CH3:59])[CH3:58])[CH2:55][CH2:54][CH:53]([CH3:60])[CH2:52]1)(=[O:49])[CH2:34][CH2:35][C:36]([O:38][CH:39]1[CH:44]([CH:45]([CH3:47])[CH3:46])[CH2:43][CH2:42][CH:41]([CH3:48])[CH2:40]1)=[O:37].BrCCl.C(=O)C(C)C.Cl. The catalyst is O1CCCC1. The product is [C@H:34]1([C:33]([O:50][CH:51]2[CH:56]([CH:57]([CH3:59])[CH3:58])[CH2:55][CH2:54][CH:53]([CH3:60])[CH2:52]2)=[O:49])[CH2:1][C@@H:35]1[C:36]([O:38][CH:39]1[CH:44]([CH:45]([CH3:47])[CH3:46])[CH2:43][CH2:42][CH:41]([CH3:48])[CH2:40]1)=[O:37]. The yield is 0.330. (3) The reactants are [CH3:1][C:2]([CH3:22])([CH3:21])[C@H:3]([OH:20])[CH2:4][N:5]1[C:9]([C:10]2[CH:15]=[CH:14][C:13]([C:16]([F:19])([F:18])[F:17])=[CH:12][CH:11]=2)=[CH:8][CH:7]=[N:6]1.Cl[C:24]([O:26][C:27]1[CH:32]=[CH:31][C:30]([N+:33]([O-:35])=[O:34])=[CH:29][CH:28]=1)=[O:25].N1C=CC=CC=1.C(=O)(O)[O-].[Na+]. The catalyst is ClCCCl. The product is [C:24](=[O:25])([O:20][C@H:3]([CH2:4][N:5]1[C:9]([C:10]2[CH:15]=[CH:14][C:13]([C:16]([F:19])([F:18])[F:17])=[CH:12][CH:11]=2)=[CH:8][CH:7]=[N:6]1)[C:2]([CH3:22])([CH3:21])[CH3:1])[O:26][C:27]1[CH:28]=[CH:29][C:30]([N+:33]([O-:35])=[O:34])=[CH:31][CH:32]=1. The yield is 0.910. (4) The catalyst is C(Cl)Cl. The yield is 0.990. The reactants are [Cl:1][C:2]1[CH:3]=[C:4]([N:8]([CH2:22][CH2:23][CH2:24][OH:25])[CH:9]2[CH2:14][CH2:13][CH2:12][N:11]([C:15]([O:17][C:18]([CH3:21])([CH3:20])[CH3:19])=[O:16])[CH2:10]2)[CH:5]=[CH:6][CH:7]=1.CCN(CC)CC.[CH3:33][S:34](Cl)(=[O:36])=[O:35].O. The product is [Cl:1][C:2]1[CH:3]=[C:4]([N:8]([CH2:22][CH2:23][CH2:24][O:25][S:34]([CH3:33])(=[O:36])=[O:35])[CH:9]2[CH2:14][CH2:13][CH2:12][N:11]([C:15]([O:17][C:18]([CH3:19])([CH3:20])[CH3:21])=[O:16])[CH2:10]2)[CH:5]=[CH:6][CH:7]=1. (5) The reactants are [F:1][C:2]1[CH:7]=[CH:6][C:5](/[CH:8]=[CH:9]/[C:10]2[CH:15]=[CH:14][C:13]([S:16]([C:19]3[C:20]([C:25]([O:27]C)=[O:26])=[N:21][CH:22]=[CH:23][CH:24]=3)(=[O:18])=[O:17])=[CH:12][CH:11]=2)=[CH:4][CH:3]=1.[OH-].[Li+].O.[OH-].[Na+]. The catalyst is O1CCCC1. The product is [F:1][C:2]1[CH:7]=[CH:6][C:5](/[CH:8]=[CH:9]/[C:10]2[CH:11]=[CH:12][C:13]([S:16]([C:19]3[C:20]([C:25]([OH:27])=[O:26])=[N:21][CH:22]=[CH:23][CH:24]=3)(=[O:18])=[O:17])=[CH:14][CH:15]=2)=[CH:4][CH:3]=1. The yield is 0.960.